This data is from Forward reaction prediction with 1.9M reactions from USPTO patents (1976-2016). The task is: Predict the product of the given reaction. (1) Given the reactants Cl[C:2]1[C:3]2[C:4](=[CH:14][N:15](CC3C=CC(OC)=CC=3)[N:16]=2)[N:5]=[C:6]([C:8]2[CH:13]=[CH:12][CH:11]=[CH:10][CH:9]=2)[N:7]=1.[CH3:26][O:27][C:28]1[CH:29]=[C:30]([CH:32]=[CH:33][C:34]=1[O:35][CH3:36])[NH2:31].Cl, predict the reaction product. The product is: [CH3:26][O:27][C:28]1[CH:29]=[C:30]([NH:31][C:2]2[C:3]3[NH:16][N:15]=[CH:14][C:4]=3[N:5]=[C:6]([C:8]3[CH:9]=[CH:10][CH:11]=[CH:12][CH:13]=3)[N:7]=2)[CH:32]=[CH:33][C:34]=1[O:35][CH3:36]. (2) Given the reactants [NH:1]([C:8]([C@H:10]1[N:14]2[C:15](=[O:41])[C:16]([N:19]([CH2:30][C:31]3[CH:36]=[CH:35][CH:34]=[C:33]([C:37]([F:40])([F:39])[F:38])[CH:32]=3)[C:20](=[O:29])[O:21][CH2:22][C:23]3[CH:28]=[CH:27][CH:26]=[CH:25][CH:24]=3)=[CH:17][N:18]=[C:13]2[CH:12]([CH3:42])[CH2:11]1)=[O:9])[C:2]1[CH:7]=[CH:6][CH:5]=[CH:4][CH:3]=1.[CH2:43](Br)[CH:44]=C.[CH2:47]1COCC1, predict the reaction product. The product is: [CH2:42]([C@@:12]1([CH3:47])[C:13]2=[N:18][CH:17]=[C:16]([N:19]([CH2:30][C:31]3[CH:36]=[CH:35][CH:34]=[C:33]([C:37]([F:40])([F:39])[F:38])[CH:32]=3)[C:20](=[O:29])[O:21][CH2:22][C:23]3[CH:28]=[CH:27][CH:26]=[CH:25][CH:24]=3)[C:15](=[O:41])[N:14]2[C@H:10]([C:8]([NH:1][C:2]2[CH:7]=[CH:6][CH:5]=[CH:4][CH:3]=2)=[O:9])[CH2:11]1)[CH:43]=[CH2:44]. (3) Given the reactants [NH2:1][C:2]1[N:6]([C:7]2[CH:12]=[CH:11][CH:10]=[CH:9][CH:8]=2)[N:5]=[CH:4][C:3]=1[C:13]([OH:15])=O.C1C=CC2N(O)N=NC=2C=1.CCN=C=NCCCN(C)C.O[NH:38][C:39](=[NH:48])[C:40]1[CH:45]=[CH:44][C:43]([CH2:46][OH:47])=[CH:42][CH:41]=1, predict the reaction product. The product is: [NH2:1][C:2]1[N:6]([C:7]2[CH:8]=[CH:9][CH:10]=[CH:11][CH:12]=2)[N:5]=[CH:4][C:3]=1[C:13]1[O:15][N:48]=[C:39]([C:40]2[CH:45]=[CH:44][C:43]([CH2:46][OH:47])=[CH:42][CH:41]=2)[N:38]=1. (4) The product is: [OH:29][C:25]([CH3:26])([CH3:24])[C:27]#[C:28][C:2]1[CH:7]=[CH:6][C:5]([CH2:8][CH2:9][S:10]([NH:13][C:14]2[CH:19]=[CH:18][CH:17]=[CH:16][C:15]=2[S:20]([NH2:23])(=[O:22])=[O:21])(=[O:12])=[O:11])=[CH:4][CH:3]=1. Given the reactants Br[C:2]1[CH:7]=[CH:6][C:5]([CH2:8][CH2:9][S:10]([NH:13][C:14]2[CH:19]=[CH:18][CH:17]=[CH:16][C:15]=2[S:20]([NH2:23])(=[O:22])=[O:21])(=[O:12])=[O:11])=[CH:4][CH:3]=1.[CH3:24][C:25]([OH:29])([C:27]#[CH:28])[CH3:26], predict the reaction product.